From a dataset of Reaction yield outcomes from USPTO patents with 853,638 reactions. Predict the reaction yield, written as a fraction of the theoretical maximum amount of product (1.0 means a 100% yield; for example, 0.34 means a 34% yield). (1) The reactants are [CH3:1][N:2]1[CH:6]=[CH:5][N:4]=[CH:3]1.[Cl:7][CH2:8][CH2:9][OH:10]. The catalyst is CC#N. The product is [Cl-:7].[OH:10][CH2:9][CH2:8][N+:4]1[CH:5]=[CH:6][N:2]([CH3:1])[CH:3]=1. The yield is 0.0100. (2) The product is [NH2:36][C:30]1[CH:29]=[CH:28][C:27]([Cl:26])=[CH:38][C:31]=1[C:32]([NH:1][C:2]1[CH:7]=[CH:6][C:5]([Cl:8])=[CH:4][N:3]=1)=[O:33]. The yield is 0.990. The reactants are [NH2:1][C:2]1[CH:7]=[CH:6][C:5]([Cl:8])=[CH:4][N:3]=1.C[Si]([N-][Si](C)(C)C)(C)C.[K+].C1(C)C=CC=CC=1.[Cl:26][C:27]1[CH:38]=[C:31]2[C:32](OC(=O)[NH:36][C:30]2=[CH:29][CH:28]=1)=[O:33]. The catalyst is O1CCCC1. (3) The reactants are [CH3:1][O:2][C:3](=[O:19])[C:4]1[CH:9]=[C:8](Br)[C:7]([O:11][CH2:12][O:13][CH3:14])=[CH:6][C:5]=1[O:15][CH2:16][O:17][CH3:18].[C:20]1(B(O)O)[CH:25]=[CH:24][CH:23]=[CH:22][CH:21]=1.C1(P(C2CCCCC2)C2C=CC=CC=2C2C(OC)=CC=CC=2OC)CCCCC1. The catalyst is CC([O-])=O.CC([O-])=O.[Pd+2]. The product is [CH3:1][O:2][C:3]([C:4]1[CH:9]=[C:8]([C:20]2[CH:25]=[CH:24][CH:23]=[CH:22][CH:21]=2)[C:7]([O:11][CH2:12][O:13][CH3:14])=[CH:6][C:5]=1[O:15][CH2:16][O:17][CH3:18])=[O:19]. The yield is 0.930. (4) The reactants are [Cl:1][C:2]1[CH:22]=[CH:21][C:5]([C:6]([N:8]2[CH2:12][CH:11]([OH:13])[CH:10]([N:14]3[CH2:19][CH2:18][NH:17][CH2:16][C:15]3=[O:20])[CH2:9]2)=[O:7])=[CH:4][CH:3]=1.CCN(C(C)C)C(C)C.[Cl:32][C:33]1[CH:41]=[CH:40][C:36]([C:37](Cl)=[O:38])=[CH:35][CH:34]=1. The catalyst is C(Cl)Cl. The product is [Cl:32][C:33]1[CH:41]=[CH:40][C:36]([C:37]([N:17]2[CH2:18][CH2:19][N:14]([CH:10]3[CH:11]([OH:13])[CH2:12][N:8]([C:6](=[O:7])[C:5]4[CH:21]=[CH:22][C:2]([Cl:1])=[CH:3][CH:4]=4)[CH2:9]3)[C:15](=[O:20])[CH2:16]2)=[O:38])=[CH:35][CH:34]=1. The yield is 0.500. (5) The reactants are [NH:1]1[C:9]2[C:4](=[CH:5][CH:6]=[CH:7][CH:8]=2)[CH:3]=[C:2]1[CH2:10][C:11]([O:13][CH2:14][CH3:15])=[O:12].[C:16](=O)([O:22]C(C)(C)C)[O:17][C:18]([CH3:21])([CH3:20])[CH3:19]. The catalyst is ClCCl.CN(C)C1C=CN=CC=1. The product is [CH2:14]([O:13][C:11]([CH2:10][C:2]1[N:1]([C:16]([O:17][C:18]([CH3:21])([CH3:20])[CH3:19])=[O:22])[C:9]2[C:4]([CH:3]=1)=[CH:5][CH:6]=[CH:7][CH:8]=2)=[O:12])[CH3:15]. The yield is 0.910. (6) The product is [CH3:1][N:2]([C:27]1[CH:32]=[CH:31][N:30]=[C:29]([CH3:33])[N:28]=1)[CH2:3][CH2:4][O:5][C:6]1[CH:7]=[CH:8][C:9]2[C:13]([C:14]3[CH:15]=[CH:16][C:17]([C:20]([F:21])([F:22])[F:23])=[CH:18][CH:19]=3)=[C:12]([CH3:24])[S:11][C:10]=2[CH:25]=1. The yield is 0.745. The catalyst is CN(C)C=O. The reactants are [CH3:1][NH:2][CH2:3][CH2:4][O:5][C:6]1[CH:7]=[CH:8][C:9]2[C:13]([C:14]3[CH:19]=[CH:18][C:17]([C:20]([F:23])([F:22])[F:21])=[CH:16][CH:15]=3)=[C:12]([CH3:24])[S:11][C:10]=2[CH:25]=1.Cl[C:27]1[CH:32]=[CH:31][N:30]=[C:29]([CH3:33])[N:28]=1.C(N(C(C)C)C(C)C)C.